Dataset: Reaction yield outcomes from USPTO patents with 853,638 reactions. Task: Predict the reaction yield, written as a fraction of the theoretical maximum amount of product (1.0 means a 100% yield; for example, 0.34 means a 34% yield). (1) The reactants are [C:1]([C:3]1[CH:4]=[CH:5][C:6](F)=[C:7]([S:9]([N:12]2[CH2:18][CH2:17][CH2:16][N:15]([C:19]([O:21][C:22]([CH3:25])([CH3:24])[CH3:23])=[O:20])[CH2:14][CH2:13]2)(=[O:11])=[O:10])[CH:8]=1)#[N:2].[Cl:27][C:28]1[CH:29]=[C:30]([OH:35])[CH:31]=[C:32]([Cl:34])[CH:33]=1.[H-].[Na+]. The catalyst is O1CCOCC1. The product is [C:1]([C:3]1[CH:4]=[CH:5][C:6]([O:35][C:30]2[CH:29]=[C:28]([Cl:27])[CH:33]=[C:32]([Cl:34])[CH:31]=2)=[C:7]([S:9]([N:12]2[CH2:18][CH2:17][CH2:16][N:15]([C:19]([O:21][C:22]([CH3:25])([CH3:24])[CH3:23])=[O:20])[CH2:14][CH2:13]2)(=[O:11])=[O:10])[CH:8]=1)#[N:2]. The yield is 0.545. (2) The yield is 0.514. The reactants are [Cl:1][C:2]1[C:7]([Cl:8])=[CH:6][CH:5]=[CH:4][C:3]=1[N:9]1[CH2:14][CH2:13][N:12]([CH2:15][CH2:16][CH2:17][CH:18]=[CH:19][C:20]2[N:29]=[C:28]3[C:23]([CH:24]=[C:25]([CH3:31])[C:26](=[O:30])[NH:27]3)=[CH:22][CH:21]=2)[CH2:11][CH2:10]1. The catalyst is C1COCC1.CCO.[Ni]. The product is [Cl:1][C:2]1[C:7]([Cl:8])=[CH:6][CH:5]=[CH:4][C:3]=1[N:9]1[CH2:14][CH2:13][N:12]([CH2:15][CH2:16][CH2:17][CH2:18][CH2:19][C:20]2[N:29]=[C:28]3[C:23]([CH:24]=[C:25]([CH3:31])[C:26](=[O:30])[NH:27]3)=[CH:22][CH:21]=2)[CH2:11][CH2:10]1. (3) The reactants are [CH3:1][N:2]([CH3:19])[CH2:3][CH2:4][NH:5][S:6]([C:9]1[CH:18]=[CH:17][C:12]([C:13]([O:15][CH3:16])=[O:14])=[CH:11][CH:10]=1)(=[O:8])=[O:7].[CH3:20][C:21]([O:24][C:25](O[C:25]([O:24][C:21]([CH3:23])([CH3:22])[CH3:20])=[O:26])=[O:26])([CH3:23])[CH3:22]. The catalyst is C(Cl)Cl.CN(C1C=CN=CC=1)C. The product is [C:21]([O:24][C:25]([N:5]([CH2:4][CH2:3][N:2]([CH3:1])[CH3:19])[S:6]([C:9]1[CH:18]=[CH:17][C:12]([C:13]([O:15][CH3:16])=[O:14])=[CH:11][CH:10]=1)(=[O:8])=[O:7])=[O:26])([CH3:23])([CH3:22])[CH3:20]. The yield is 0.950. (4) The reactants are [CH3:1][O:2][C:3]([C:5]1[C:9]([NH:10][C:11]([C:13]2[CH:18]=[CH:17][CH:16]=[C:15]([C:19]3[CH:20]=[N:21][NH:22][CH:23]=3)[N:14]=2)=[O:12])=[CH:8][N:7]([CH3:24])[N:6]=1)=[O:4].[H-].[Na+].Br[CH2:28][CH2:29][Cl:30]. The catalyst is CN(C=O)C. The product is [CH3:1][O:2][C:3]([C:5]1[C:9]([NH:10][C:11]([C:13]2[CH:18]=[CH:17][CH:16]=[C:15]([C:19]3[CH:20]=[N:21][N:22]([CH2:28][CH2:29][Cl:30])[CH:23]=3)[N:14]=2)=[O:12])=[CH:8][N:7]([CH3:24])[N:6]=1)=[O:4]. The yield is 0.840. (5) The yield is 0.920. The catalyst is CCO.[OH-].[OH-].[Pd+2]. The reactants are [C:1]([Si:5]([C:34]1[CH:39]=[CH:38][CH:37]=[CH:36][CH:35]=1)([C:28]1[CH:33]=[CH:32][CH:31]=[CH:30][CH:29]=1)[O:6][CH:7]([CH2:12][N:13](CC1C=CC=CC=1)CC1C=CC=CC=1)[C:8]([CH3:11])([OH:10])[CH3:9])([CH3:4])([CH3:3])[CH3:2]. The product is [NH2:13][CH2:12][CH:7]([O:6][Si:5]([C:1]([CH3:4])([CH3:3])[CH3:2])([C:34]1[CH:39]=[CH:38][CH:37]=[CH:36][CH:35]=1)[C:28]1[CH:29]=[CH:30][CH:31]=[CH:32][CH:33]=1)[C:8]([CH3:11])([OH:10])[CH3:9]. (6) The reactants are Cl.[F:2][C:3]1[CH:8]=[C:7]([S:9]([CH3:12])(=[O:11])=[O:10])[CH:6]=[CH:5][C:4]=1[NH:13][C:14]1[C:15]2[O:22][CH:21]=[C:20]([CH:23]3[CH2:28][CH2:27][NH:26][CH2:25][CH2:24]3)[C:16]=2[N:17]=[CH:18][N:19]=1.Cl[C:30]([O:32][CH2:33][C:34]1[CH:39]=[CH:38][CH:37]=[CH:36][CH:35]=1)=[O:31].O. The yield is 0.510. The product is [F:2][C:3]1[CH:8]=[C:7]([S:9]([CH3:12])(=[O:10])=[O:11])[CH:6]=[CH:5][C:4]=1[NH:13][C:14]1[C:15]2[O:22][CH:21]=[C:20]([CH:23]3[CH2:28][CH2:27][N:26]([C:30]([O:32][CH2:33][C:34]4[CH:39]=[CH:38][CH:37]=[CH:36][CH:35]=4)=[O:31])[CH2:25][CH2:24]3)[C:16]=2[N:17]=[CH:18][N:19]=1. The catalyst is N1C=CC=CC=1.C(Cl)Cl.